Binary Classification. Given a T-cell receptor sequence (or CDR3 region) and an epitope sequence, predict whether binding occurs between them. From a dataset of TCR-epitope binding with 47,182 pairs between 192 epitopes and 23,139 TCRs. (1) Result: 0 (the TCR does not bind to the epitope). The TCR CDR3 sequence is CSVDSPHGFYEQYF. The epitope is NLWNTFTRL. (2) The epitope is KAYNVTQAF. The TCR CDR3 sequence is CASSQDLGWTVNTEAFF. Result: 1 (the TCR binds to the epitope). (3) The epitope is YLQPRTFLL. The TCR CDR3 sequence is CASSWSPGLAINRPNEQFF. Result: 0 (the TCR does not bind to the epitope). (4) The epitope is KAYNVTQAF. The TCR CDR3 sequence is CASSLGGGDGYTF. Result: 1 (the TCR binds to the epitope).